This data is from Forward reaction prediction with 1.9M reactions from USPTO patents (1976-2016). The task is: Predict the product of the given reaction. (1) Given the reactants [Br:1][C:2]1[CH:3]=[C:4]([CH:7]=[CH:8][C:9]=1[CH3:10])[CH:5]=O.Cl.[NH2:12][OH:13].C(=O)([O-])[O-].[Na+].[Na+], predict the reaction product. The product is: [Br:1][C:2]1[CH:3]=[C:4]([CH:7]=[CH:8][C:9]=1[CH3:10])[CH:5]=[N:12][OH:13]. (2) Given the reactants [CH:1]1([CH2:9][OH:10])[CH2:6][CH2:5][CH:4]([CH2:7][OH:8])[CH2:3][CH2:2]1.[CH2:11](Cl)[CH:12]=[CH2:13].[OH-].[Na+].C1(C)C=CC=CC=1, predict the reaction product. The product is: [OH:8][CH2:7][CH:4]1[CH2:5][CH2:6][CH:1]([CH2:9][O:10][CH:11]=[CH:12][CH3:13])[CH2:2][CH2:3]1. (3) Given the reactants [F:1][C:2]1[CH:3]=[CH:4][C:5]([N+:14]([O-])=O)=[C:6]([N:8]2[CH:12]=[C:11]([CH3:13])[N:10]=[CH:9]2)[CH:7]=1.C([O-])=O.[NH4+], predict the reaction product. The product is: [F:1][C:2]1[CH:3]=[CH:4][C:5]([NH2:14])=[C:6]([N:8]2[CH:12]=[C:11]([CH3:13])[N:10]=[CH:9]2)[CH:7]=1. (4) Given the reactants [O-:1][CH2:2][CH3:3].[Na+].[Na].[Cl:6][C:7]1[CH:8]=[N:9][N:10]([C:12]([CH3:16])([CH3:15])[C:13]#[N:14])[CH:11]=1, predict the reaction product. The product is: [Cl:6][C:7]1[CH:8]=[N:9][N:10]([C:12]([CH3:16])([CH3:15])[C:13](=[NH:14])[O:1][CH2:2][CH3:3])[CH:11]=1. (5) Given the reactants [CH2:1]([CH:8]([CH2:33][O:34][Si:35]([C:38]([CH3:41])([CH3:40])[CH3:39])([CH3:37])[CH3:36])[C:9]([NH:11][N:12]=[C:13]1[CH:18]=[C:17]([C:19]2[CH:24]=[CH:23][N:22]=[C:21]([NH:25][C:26]3[N:30]([CH3:31])[N:29]=[CH:28][CH:27]=3)[N:20]=2)[CH:16]=[C:15]([F:32])[NH:14]1)=O)[C:2]1[CH:7]=[CH:6][CH:5]=[CH:4][CH:3]=1.CCN(C(C)C)C(C)C.O, predict the reaction product. The product is: [Si:35]([O:34][CH2:33][CH:8]([C:9]1[N:14]2[C:15]([F:32])=[CH:16][C:17]([C:19]3[CH:24]=[CH:23][N:22]=[C:21]([NH:25][C:26]4[N:30]([CH3:31])[N:29]=[CH:28][CH:27]=4)[N:20]=3)=[CH:18][C:13]2=[N:12][N:11]=1)[CH2:1][C:2]1[CH:7]=[CH:6][CH:5]=[CH:4][CH:3]=1)([C:38]([CH3:41])([CH3:40])[CH3:39])([CH3:37])[CH3:36]. (6) Given the reactants [CH3:1][O:2][C:3]([C:5]1[C:10]([NH2:11])=[N:9][C:8]([NH2:12])=[C:7](Cl)[N:6]=1)=[O:4].C(O)=O.C(N(CC)CC)C, predict the reaction product. The product is: [CH3:1][O:2][C:3]([C:5]1[C:10]([NH2:11])=[N:9][C:8]([NH2:12])=[CH:7][N:6]=1)=[O:4].